Dataset: HIV replication inhibition screening data with 41,000+ compounds from the AIDS Antiviral Screen. Task: Binary Classification. Given a drug SMILES string, predict its activity (active/inactive) in a high-throughput screening assay against a specified biological target. (1) The molecule is COC(=O)CCCC=C(c1cc(Cl)c(OC)c(C(=O)OC)c1)c1cc(Cl)c(OC)c(C(=O)OC)c1. The result is 1 (active). (2) The molecule is CC1=NN(C(=O)CC(=O)Nc2ccccc2Cl)C(=O)C1N=Nc1ccc(S(=O)(=O)c2ccc(N=NC3C(=O)N(C(=O)CC(=O)Nc4ccccc4Cl)N=C3C)cc2)cc1. The result is 0 (inactive). (3) The molecule is Cc1ccc2cc(NC(=O)CBr)c3ccc(C)[n+]4c3c2[n+]1[Cu-3]41[n+]2c(C)ccc3cc(NC(=O)CBr)c4ccc(C)[n+]1c4c32.O=C1OC(C(O)C[O-])C(O)=C1O. The result is 0 (inactive). (4) The compound is O=C(O)C(Cl)=C(Cl)C(=O)Nc1cccc(Cl)c1. The result is 0 (inactive). (5) The result is 0 (inactive). The molecule is NC(=Cc1ccc(C=C(NC(=O)c2ccccc2)c2nc3c([nH]2)C(=O)c2ccccc2C3=O)cc1)c1nc2c([nH]1)C(=O)c1ccccc1C2=O.